Dataset: Tyrosyl-DNA phosphodiesterase HTS with 341,365 compounds. Task: Binary Classification. Given a drug SMILES string, predict its activity (active/inactive) in a high-throughput screening assay against a specified biological target. (1) The compound is S1C2(NC(=O)C(=C1SCCCCCC)C#N)CCCCC2. The result is 0 (inactive). (2) The compound is Oc1c(cccc1)C(=O)NN\C=C1/N=CC=C1. The result is 0 (inactive). (3) The molecule is O=C(NC(c1ccc(n2ccnc2)cc1)C)c1cc([N+]([O-])=O)c(OC)cc1. The result is 0 (inactive). (4) The drug is O1C(CCC1)CNC(=O)c1cc2c(oc1=O)ccc(OC)c2. The result is 0 (inactive). (5) The drug is S(=O)(=O)(NCC(=O)N(CC1OCCC1)CC(=O)NCc1ccccc1)c1ccc(cc1)C. The result is 0 (inactive).